Dataset: Reaction yield outcomes from USPTO patents with 853,638 reactions. Task: Predict the reaction yield, written as a fraction of the theoretical maximum amount of product (1.0 means a 100% yield; for example, 0.34 means a 34% yield). The reactants are Br[C:2]1[CH:10]=[C:9]2[C:5]([CH2:6][N:7]([CH2:12][CH2:13][C:14]3[CH:19]=[CH:18][C:17]([O:20][C:21]4[CH:26]=[CH:25][CH:24]=[CH:23][CH:22]=4)=[CH:16][CH:15]=3)[C:8]2=[O:11])=[CH:4][CH:3]=1.[CH3:27][N:28]1[CH2:33][CH2:32][NH:31][CH2:30][CH2:29]1.C1C=CC(P(C2C(C3C(P(C4C=CC=CC=4)C4C=CC=CC=4)=CC=C4C=3C=CC=C4)=C3C(C=CC=C3)=CC=2)C2C=CC=CC=2)=CC=1.CC(C)([O-])C.[Na+]. The catalyst is C1(C)C=CC=CC=1.CCCCCC.C(OCC)(=O)C. The product is [CH3:27][N:28]1[CH2:33][CH2:32][N:31]([C:2]2[CH:10]=[C:9]3[C:5]([CH2:6][N:7]([CH2:12][CH2:13][C:14]4[CH:19]=[CH:18][C:17]([O:20][C:21]5[CH:26]=[CH:25][CH:24]=[CH:23][CH:22]=5)=[CH:16][CH:15]=4)[C:8]3=[O:11])=[CH:4][CH:3]=2)[CH2:30][CH2:29]1. The yield is 0.410.